From a dataset of Peptide-MHC class I binding affinity with 185,985 pairs from IEDB/IMGT. Regression. Given a peptide amino acid sequence and an MHC pseudo amino acid sequence, predict their binding affinity value. This is MHC class I binding data. (1) The peptide sequence is SRYWEPEFY. The MHC is HLA-A31:01 with pseudo-sequence HLA-A31:01. The binding affinity (normalized) is 0.0847. (2) The binding affinity (normalized) is 0.0847. The MHC is HLA-A03:01 with pseudo-sequence HLA-A03:01. The peptide sequence is AEMGGHAER. (3) The peptide sequence is DPNFHQAVM. The MHC is HLA-B39:01 with pseudo-sequence HLA-B39:01. The binding affinity (normalized) is 0.0847. (4) The MHC is Mamu-A11 with pseudo-sequence Mamu-A11. The binding affinity (normalized) is 0.395. The peptide sequence is MDCTHLEGKI. (5) The peptide sequence is QSDTVFDHY. The MHC is HLA-A26:01 with pseudo-sequence HLA-A26:01. The binding affinity (normalized) is 0. (6) The peptide sequence is LWMASVEPHW. The MHC is HLA-A23:01 with pseudo-sequence HLA-A23:01. The binding affinity (normalized) is 0.550.